Task: Predict the reactants needed to synthesize the given product.. Dataset: Full USPTO retrosynthesis dataset with 1.9M reactions from patents (1976-2016) (1) Given the product [OH:26][C:23]1[CH:24]=[CH:25][C:20]([CH2:19][CH:18]([NH:27][C:28]([CH:4]([O:5][C:6](=[O:14])[C:7]2[CH:12]=[CH:11][C:10]([OH:13])=[CH:9][CH:8]=2)[C:1]([O:3][CH3:33])=[O:2])=[O:31])[C:17]([O:16][CH3:15])=[O:32])=[CH:21][CH:22]=1, predict the reactants needed to synthesize it. The reactants are: [C:1]([CH2:4][O:5][C:6](=[O:14])[C:7]1[CH:12]=[CH:11][C:10]([OH:13])=[CH:9][CH:8]=1)([OH:3])=[O:2].[CH3:15][O:16][C:17](=[O:32])[CH:18]([NH:27][C:28](=[O:31])CO)[CH2:19][C:20]1[CH:25]=[CH:24][C:23]([OH:26])=[CH:22][CH:21]=1.[CH:33]1(N=C=NC2CCCCC2)CCCCC1. (2) Given the product [CH3:1][C:2]([C:6]1[CH:10]=[C:9]([NH:11][C:12](=[O:25])[C:13]([CH3:14])([S:15]([CH:18]2[CH2:23][CH2:22][O:21][CH2:20][CH2:19]2)(=[O:17])=[O:16])[CH3:24])[O:8][N:7]=1)([CH3:5])[CH2:3][NH:29][CH3:28], predict the reactants needed to synthesize it. The reactants are: [CH3:1][C:2]([C:6]1[CH:10]=[C:9]([NH:11][C:12](=[O:25])[C:13]([CH3:24])([S:15]([CH:18]2[CH2:23][CH2:22][O:21][CH2:20][CH2:19]2)(=[O:17])=[O:16])[CH3:14])[O:8][N:7]=1)([CH3:5])[CH:3]=O.CN.[C:28]([BH3-])#[N:29]. (3) Given the product [Br:48][CH2:44][C@@H:43]([NH:42][C:25]1[CH:24]=[CH:23][C:22]([C:20]#[N:21])=[CH:41][C:26]=1[C:27]([NH:29][CH2:30][C:31]1[CH:36]=[CH:35][C:34]([O:37][CH3:38])=[C:33]([O:39][CH3:40])[CH:32]=1)=[O:28])[CH3:46], predict the reactants needed to synthesize it. The reactants are: C1(P(C2C=CC=CC=2)C2C=CC=CC=2)C=CC=CC=1.[C:20]([C:22]1[CH:23]=[CH:24][C:25]([NH:42][C@@H:43]([CH3:46])[CH2:44]O)=[C:26]([CH:41]=1)[C:27]([NH:29][CH2:30][C:31]1[CH:36]=[CH:35][C:34]([O:37][CH3:38])=[C:33]([O:39][CH3:40])[CH:32]=1)=[O:28])#[N:21].C(Br)(Br)(Br)[Br:48]. (4) The reactants are: [CH2:1]([O:5][CH2:6][CH2:7][O:8][C:9]1[CH:14]=[CH:13][C:12]([C:15]2[CH:16]=[CH:17][C:18]3[N:24]([CH2:25][CH:26]([CH3:28])[CH3:27])[CH2:23][CH2:22][C:21]([C:29]([NH:31][C:32]4[CH:33]=[N:34][C:35]([S:38][CH2:39][C:40]5[CH:45]=[CH:44][CH:43]=[CH:42][N:41]=5)=[CH:36][CH:37]=4)=[O:30])=[CH:20][C:19]=3[CH:46]=2)=[CH:11][CH:10]=1)[CH2:2][CH2:3][CH3:4].ClC1C=CC=C(C(OO)=[O:55])C=1.S([O-])([O-])(=O)=S.[Na+].[Na+]. Given the product [CH2:1]([O:5][CH2:6][CH2:7][O:8][C:9]1[CH:10]=[CH:11][C:12]([C:15]2[CH:16]=[CH:17][C:18]3[N:24]([CH2:25][CH:26]([CH3:27])[CH3:28])[CH2:23][CH2:22][C:21]([C:29]([NH:31][C:32]4[CH:33]=[N:34][C:35]([S:38]([CH2:39][C:40]5[CH:45]=[CH:44][CH:43]=[CH:42][N:41]=5)=[O:55])=[CH:36][CH:37]=4)=[O:30])=[CH:20][C:19]=3[CH:46]=2)=[CH:13][CH:14]=1)[CH2:2][CH2:3][CH3:4], predict the reactants needed to synthesize it. (5) Given the product [Cl:22][C:23]1[C:28]([Cl:29])=[CH:27][CH:26]=[CH:25][C:24]=1[S:30]([NH:1][C:2]1[CH:3]=[CH:4][C:5]2[NH:10][C:9](=[O:11])[O:8][C:7]([CH3:12])([CH3:13])[C:6]=2[CH:14]=1)(=[O:32])=[O:31], predict the reactants needed to synthesize it. The reactants are: [NH2:1][C:2]1[CH:3]=[CH:4][C:5]2[NH:10][C:9](=[O:11])[O:8][C:7]([CH3:13])([CH3:12])[C:6]=2[CH:14]=1.C(N(CC)CC)C.[Cl:22][C:23]1[C:28]([Cl:29])=[CH:27][CH:26]=[CH:25][C:24]=1[S:30](Cl)(=[O:32])=[O:31]. (6) The reactants are: [Cl:1][C:2]1[CH:3]=[C:4]2[N:11]=[C:10]([O:12][C@H:13]3[C@H:17]4[O:18][CH2:19][C@@H:20]([OH:21])[C@H:16]4[O:15][CH2:14]3)[N:9]([CH2:22][O:23][CH2:24][CH2:25][Si:26]([CH3:29])([CH3:28])[CH3:27])[C:5]2=[N:6][C:7]=1I.[C:30]([O:34][C:35]([N:37]=[S:38]([C:41]1[CH:42]=[CH:43][C:44]([C:47]2[CH:52]=[CH:51][C:50](B3OC(C)(C)C(C)(C)O3)=[CH:49][CH:48]=2)=[N:45][CH:46]=1)([CH3:40])=[O:39])=[O:36])([CH3:33])([CH3:32])[CH3:31]. Given the product [Cl:1][C:2]1[CH:3]=[C:4]2[N:11]=[C:10]([O:12][C@H:13]3[C@H:17]4[O:18][CH2:19][C@@H:20]([OH:21])[C@H:16]4[O:15][CH2:14]3)[N:9]([CH2:22][O:23][CH2:24][CH2:25][Si:26]([CH3:29])([CH3:28])[CH3:27])[C:5]2=[N:6][C:7]=1[C:50]1[CH:51]=[CH:52][C:47]([C:44]2[CH:43]=[CH:42][C:41]([S:38]([CH3:40])(=[N:37][C:35]([O:34][C:30]([CH3:32])([CH3:31])[CH3:33])=[O:36])=[O:39])=[CH:46][N:45]=2)=[CH:48][CH:49]=1, predict the reactants needed to synthesize it. (7) Given the product [CH:53]1([S:50]([NH:49][C:47]([C@@:13]23[CH2:46][C@H:12]2[CH:11]=[CH:10][CH2:9][CH2:8][CH2:7][CH2:6][CH2:5][C@H:4]([NH:3][C:66]([N:77]2[CH2:82][CH2:81][CH:80]([OH:83])[CH2:79][CH2:78]2)=[O:68])[C:18](=[O:19])[N:17]2[CH2:20][C@H:21]([O:23][C:24]4[C:33]5[C:28](=[C:29]([CH3:36])[C:30]([O:34][CH3:35])=[CH:31][CH:32]=5)[N:27]=[C:26]([C:37]5[S:38][CH:39]=[C:40]([CH:42]([CH3:43])[CH3:44])[N:41]=5)[CH:25]=4)[CH2:22][C@H:16]2[C:15](=[O:45])[NH:14]3)=[O:48])(=[O:51])=[O:52])[CH2:54][CH2:55]1, predict the reactants needed to synthesize it. The reactants are: Cl.Cl.[NH2:3][C@@H:4]1[C:18](=[O:19])[N:17]2[CH2:20][C@H:21]([O:23][C:24]3[C:33]4[C:28](=[C:29]([CH3:36])[C:30]([O:34][CH3:35])=[CH:31][CH:32]=4)[N:27]=[C:26]([C:37]4[S:38][CH:39]=[C:40]([CH:42]([CH3:44])[CH3:43])[N:41]=4)[CH:25]=3)[CH2:22][C@H:16]2[C:15](=[O:45])[NH:14][C@:13]2([C:47]([NH:49][S:50]([CH:53]3[CH2:55][CH2:54]3)(=[O:52])=[O:51])=[O:48])[CH2:46][C@H:12]2[CH:11]=[CH:10][CH2:9][CH2:8][CH2:7][CH2:6][CH2:5]1.C(N(CC)C(C)C)(C)C.Cl[C:66](Cl)([O:68]C(=O)OC(Cl)(Cl)Cl)Cl.[NH:77]1[CH2:82][CH2:81][CH:80]([OH:83])[CH2:79][CH2:78]1.